This data is from Reaction yield outcomes from USPTO patents with 853,638 reactions. The task is: Predict the reaction yield, written as a fraction of the theoretical maximum amount of product (1.0 means a 100% yield; for example, 0.34 means a 34% yield). (1) The reactants are [Si]([O:8][C:9]1[CH:10]=[C:11]2[C:16](=[CH:17][CH:18]=1)[CH:15]=[C:14]([CH2:19][N:20]1[CH2:23][CH:22]([C:24]([O:26][CH3:27])=[O:25])[CH2:21]1)[CH:13]=[CH:12]2)(C(C)(C)C)(C)C.Cl.C([O-])(O)=O.[Na+]. The catalyst is CO. The product is [OH:8][C:9]1[CH:10]=[C:11]2[C:16](=[CH:17][CH:18]=1)[CH:15]=[C:14]([CH2:19][N:20]1[CH2:23][CH:22]([C:24]([O:26][CH3:27])=[O:25])[CH2:21]1)[CH:13]=[CH:12]2. The yield is 0.470. (2) The reactants are [C:1]([C:3]1[CH:4]=[C:5]2[C:10](=[CH:11][CH:12]=1)[C:8](=[O:9])[O:7][CH2:6]2)#[N:2].[NH2:13][OH:14]. The catalyst is CCO. The product is [OH:14][N:13]=[C:1]([C:3]1[CH:4]=[C:5]2[C:10](=[CH:11][CH:12]=1)[C:8](=[O:9])[O:7][CH2:6]2)[NH2:2]. The yield is 0.862. (3) The reactants are [F:1][C:2]1[CH:9]=[CH:8][CH:7]=[CH:6][C:3]=1[CH:4]=O.C1C(=O)N(Br)C(=O)C1.[CH2:18]([SH:22])[CH2:19][CH2:20][SH:21]. The catalyst is C(Cl)Cl. The product is [F:1][C:2]1[CH:9]=[CH:8][CH:7]=[CH:6][C:3]=1[CH:4]1[S:22][CH2:18][CH2:19][CH2:20][S:21]1. The yield is 0.780. (4) The reactants are [NH:1]1[C:7]2[CH:8]=[CH:9][CH:10]=[CH:11][C:6]=2[CH:5]=[CH:4][CH:3]=[CH:2]1.[CH:12](=O)[CH3:13].C(O[BH-](OC(=O)C)OC(=O)C)(=O)C.[Na+].C(O)(=O)C. The catalyst is ClCCl. The product is [CH2:12]([N:1]1[C:7]2[CH:8]=[CH:9][CH:10]=[CH:11][C:6]=2[CH:5]=[CH:4][CH:3]=[CH:2]1)[CH3:13]. The yield is 0.480.